Dataset: Forward reaction prediction with 1.9M reactions from USPTO patents (1976-2016). Task: Predict the product of the given reaction. (1) Given the reactants [NH:1]1[C:9]2[C:4](=[CH:5][CH:6]=[CH:7][CH:8]=2)[CH:3]=[C:2]1[C:10]([O:12][CH2:13][CH3:14])=[O:11].[H-].[Na+].[C:17]1([S:23](Cl)(=[O:25])=[O:24])[CH:22]=[CH:21][CH:20]=[CH:19][CH:18]=1.ClCCl, predict the reaction product. The product is: [C:17]1([S:23]([N:1]2[C:9]3[C:4](=[CH:5][CH:6]=[CH:7][CH:8]=3)[CH:3]=[C:2]2[C:10]([O:12][CH2:13][CH3:14])=[O:11])(=[O:25])=[O:24])[CH:22]=[CH:21][CH:20]=[CH:19][CH:18]=1. (2) Given the reactants [Cl:1][C:2]1[CH:3]=[CH:4][C:5]2[C:14]3[C:9](=[CH:10][N:11]=[CH:12][C:13]=3F)[C:8](=[O:16])[N:7]([CH3:17])[C:6]=2[CH:18]=1.C1OCCOCCOCCOCCOCC[O:21][CH2:20]1.C[O-].[Na+], predict the reaction product. The product is: [Cl:1][C:2]1[CH:3]=[CH:4][C:5]2[C:14]3[C:9](=[CH:10][N:11]=[CH:12][C:13]=3[O:21][CH3:20])[C:8](=[O:16])[N:7]([CH3:17])[C:6]=2[CH:18]=1. (3) The product is: [Cl:1][C:2]1[CH:3]=[C:4]([C@@H:8]2[C@@H:13]([C:14]3[CH:19]=[CH:18][C:17]([Cl:20])=[CH:16][CH:15]=3)[N:12]([CH:21]([CH2:22][CH3:23])[CH2:24][CH3:25])[C:11](=[O:26])[C@H:10]([CH2:27][C:28]([OH:30])=[O:29])[O:9]2)[CH:5]=[CH:6][CH:7]=1. Given the reactants [Cl:1][C:2]1[CH:3]=[C:4]([C@@H:8]2[C@@H:13]([C:14]3[CH:19]=[CH:18][C:17]([Cl:20])=[CH:16][CH:15]=3)[N:12]([CH:21]([CH2:24][CH3:25])[CH2:22][CH3:23])[C:11](=[O:26])[C:10](=[CH:27][C:28]([O:30]C(C)(C)C)=[O:29])[O:9]2)[CH:5]=[CH:6][CH:7]=1, predict the reaction product.